From a dataset of Experimentally validated miRNA-target interactions with 360,000+ pairs, plus equal number of negative samples. Binary Classification. Given a miRNA mature sequence and a target amino acid sequence, predict their likelihood of interaction. The miRNA is hsa-miR-6875-5p with sequence UGAGGGACCCAGGACAGGAGA. The protein sequence of the target gene is MAEPWAGQFLQALPATVLGALGTLGSDFLREWETQDMRVTLFKLLLLWLVLSLLGIQLAWGFYGNTVTGLYHRPDPHPQPPAAMGVFLPPGLGGQNGSTPDGSTHFSSWEIAANEALKTHRE. Result: 0 (no interaction).